From a dataset of Full USPTO retrosynthesis dataset with 1.9M reactions from patents (1976-2016). Predict the reactants needed to synthesize the given product. (1) Given the product [Br:12][C:5]1[O:1][C:2]([CH2:6][C:7]([O:9][CH2:10][CH3:11])=[O:8])=[CH:3][CH:4]=1, predict the reactants needed to synthesize it. The reactants are: [O:1]1[CH:5]=[CH:4][CH:3]=[C:2]1[CH2:6][C:7]([O:9][CH2:10][CH3:11])=[O:8].[Br:12]Br.O.C(OCC)(=O)C. (2) The reactants are: [C:1]([O:20][CH2:21][C@@H:22]([OH:31])[CH2:23][CH2:24][C:25]([CH:29]=[CH2:30])(O)[CH:26]=[CH2:27])([C:14]1[CH:19]=[CH:18][CH:17]=[CH:16][CH:15]=1)([C:8]1[CH:13]=[CH:12][CH:11]=[CH:10][CH:9]=1)[C:2]1[CH:7]=[CH:6][CH:5]=[CH:4][CH:3]=1.C1(C)C(S(Cl)(=O)=O)=CC=CC=1.O. Given the product [C:1]([O:20][CH2:21][C@@H:22]1[O:31][C:25]([CH:26]=[CH2:27])([CH:29]=[CH2:30])[CH2:24][CH2:23]1)([C:14]1[CH:19]=[CH:18][CH:17]=[CH:16][CH:15]=1)([C:2]1[CH:7]=[CH:6][CH:5]=[CH:4][CH:3]=1)[C:8]1[CH:13]=[CH:12][CH:11]=[CH:10][CH:9]=1, predict the reactants needed to synthesize it. (3) Given the product [CH3:1][C@H:2]1[CH2:7][O:6][CH2:5][CH2:4][N:3]1[C:8]1[CH:13]=[C:12]([CH2:14][S:15]([C:18]2[CH:19]=[CH:20][CH:21]=[CH:22][CH:23]=2)(=[O:17])=[O:16])[N:11]=[C:10]([C:24]2[CH:25]=[CH:26][C:27]([NH2:30])=[CH:28][CH:29]=2)[N:9]=1, predict the reactants needed to synthesize it. The reactants are: [CH3:1][C@H:2]1[CH2:7][O:6][CH2:5][CH2:4][N:3]1[C:8]1[CH:13]=[C:12]([CH2:14][S:15]([C:18]2[CH:23]=[CH:22][CH:21]=[CH:20][CH:19]=2)(=[O:17])=[O:16])[N:11]=[C:10]([C:24]2[CH:29]=[CH:28][C:27]([NH:30]C(=O)OC(C)(C)C)=[CH:26][CH:25]=2)[N:9]=1.FC(F)(F)C(O)=O. (4) Given the product [S:4]1[C:8]2=[C:9]([N:13]3[CH2:18][CH2:17][N:16]([CH2:19][CH2:20][C@H:21]4[CH2:26][CH2:25][C@H:24]([NH:27][C:28](=[O:31])[CH2:29][CH3:30])[CH2:23][CH2:22]4)[CH2:15][CH2:14]3)[N:10]=[CH:11][CH:12]=[C:7]2[CH:6]=[CH:5]1, predict the reactants needed to synthesize it. The reactants are: Cl.Cl.Cl.[S:4]1[C:8]2=[C:9]([N:13]3[CH2:18][CH2:17][N:16]([CH2:19][CH2:20][C@H:21]4[CH2:26][CH2:25][C@H:24]([NH2:27])[CH2:23][CH2:22]4)[CH2:15][CH2:14]3)[N:10]=[CH:11][CH:12]=[C:7]2[CH:6]=[CH:5]1.[C:28](O)(=[O:31])[CH2:29][CH3:30].CCN(C(C)C)C(C)C.CN(C(ON1N=NC2C=CC=CC1=2)=[N+](C)C)C.[B-](F)(F)(F)F.C([O-])(O)=O.[Na+]. (5) Given the product [CH3:31][C:28]1[CH:29]=[CH:30][C:25]([NH:24][C:21]([C:8]2[CH:9]=[N:10][C:11]3[C:16]([C:7]=2[C:1]2[CH:2]=[CH:3][CH:4]=[CH:5][CH:6]=2)=[CH:15][CH:14]=[CH:13][C:12]=3[C:17]([F:18])([F:19])[F:20])=[O:23])=[CH:26][CH:27]=1, predict the reactants needed to synthesize it. The reactants are: [C:1]1([C:7]2[C:16]3[C:11](=[C:12]([C:17]([F:20])([F:19])[F:18])[CH:13]=[CH:14][CH:15]=3)[N:10]=[CH:9][C:8]=2[C:21]([OH:23])=O)[CH:6]=[CH:5][CH:4]=[CH:3][CH:2]=1.[NH2:24][C:25]1[CH:30]=[CH:29][C:28]([CH3:31])=[CH:27][CH:26]=1.CCN=C=NCCCN(C)C.Cl.Cl. (6) Given the product [NH2:8][C:9]1[S:13][C:12]([C:43]2[C:42]([F:41])=[CH:47][C:46]([O:48][CH3:49])=[CH:45][C:44]=2[F:50])=[N:11][C:10]=1[C:15]([NH:17][C:18]1[CH:19]=[N:20][N:21]([CH3:40])[C:22]=1[N:23]1[CH2:24][CH2:25][CH:26]([NH2:32])[CH2:27][C:28]([F:30])([F:31])[CH2:29]1)=[O:16], predict the reactants needed to synthesize it. The reactants are: C(OC([NH:8][C:9]1[S:13][C:12](Br)=[N:11][C:10]=1[C:15]([NH:17][C:18]1[CH:19]=[N:20][N:21]([CH3:40])[C:22]=1[N:23]1[CH2:29][C:28]([F:31])([F:30])[CH2:27][CH:26]([NH:32]C(=O)OC(C)(C)C)[CH2:25][CH2:24]1)=[O:16])=O)(C)(C)C.[F:41][C:42]1[CH:47]=[C:46]([O:48][CH3:49])[CH:45]=[C:44]([F:50])[C:43]=1B(O)O.ClCCl.C(=O)([O-])[O-].[Na+].[Na+].Cl.O1CCOCC1. (7) Given the product [F:1][C:2]1[CH:3]=[C:4]([CH:5]=[CH:6][C:7]=1[CH2:8][N:9]1[CH2:10][CH2:11][CH2:12][CH2:13]1)[O:14][CH:20]1[CH2:21][N:22]([C:24]([O:26][C:27]([CH3:30])([CH3:29])[CH3:28])=[O:25])[CH2:23]1, predict the reactants needed to synthesize it. The reactants are: [F:1][C:2]1[CH:3]=[C:4]([OH:14])[CH:5]=[CH:6][C:7]=1[CH2:8][N:9]1[CH2:13][CH2:12][CH2:11][CH2:10]1.CS(O[CH:20]1[CH2:23][N:22]([C:24]([O:26][C:27]([CH3:30])([CH3:29])[CH3:28])=[O:25])[CH2:21]1)(=O)=O. (8) Given the product [ClH:17].[NH2:14][CH:10]([CH2:9][C:2]1[CH:3]=[C:4]([F:8])[CH:5]=[C:6]([F:7])[CH:1]=1)[C:11]([O:13][CH3:19])=[O:12], predict the reactants needed to synthesize it. The reactants are: [CH:1]1[C:6]([F:7])=[CH:5][C:4]([F:8])=[CH:3][C:2]=1[CH2:9][CH:10]([NH2:14])[C:11]([OH:13])=[O:12].S(Cl)([Cl:17])=O.[CH3:19]O. (9) The reactants are: C([Li])CCC.C(NC(C)C)(C)C.C[Si](C)(C)[N:15]1[CH2:19][CH2:18][CH2:17][C:16]1=[O:20].[CH:23]1[N:24]=[CH:25][N:26]2[CH2:31][CH2:30][CH2:29][C:28](=[O:32])[C:27]=12. Given the product [OH:32][C:28]1([CH:17]2[CH2:18][CH2:19][NH:15][C:16]2=[O:20])[CH2:29][CH2:30][CH2:31][N:26]2[CH:25]=[N:24][CH:23]=[C:27]12, predict the reactants needed to synthesize it. (10) The reactants are: [CH3:1][N:2]1[C:6]2[CH:7]=[CH:8][C:9]([C:11]([OH:13])=O)=[CH:10][C:5]=2[N:4]=[C:3]1[NH:14][C:15]1[S:16][C:17]2[CH:23]=[C:22]([O:24][C:25]([F:28])([F:27])[F:26])[CH:21]=[CH:20][C:18]=2[N:19]=1.[CH2:29]([O:31][CH2:32][CH2:33][CH2:34][NH2:35])[CH3:30].CN(C(ON1N=NC2C=CC=CC1=2)=[N+](C)C)C.F[P-](F)(F)(F)(F)F.CCN(C(C)C)C(C)C. Given the product [CH2:29]([O:31][CH2:32][CH2:33][CH2:34][NH:35][C:11]([C:9]1[CH:8]=[CH:7][C:6]2[N:2]([CH3:1])[C:3]([NH:14][C:15]3[S:16][C:17]4[CH:23]=[C:22]([O:24][C:25]([F:26])([F:27])[F:28])[CH:21]=[CH:20][C:18]=4[N:19]=3)=[N:4][C:5]=2[CH:10]=1)=[O:13])[CH3:30], predict the reactants needed to synthesize it.